Dataset: Forward reaction prediction with 1.9M reactions from USPTO patents (1976-2016). Task: Predict the product of the given reaction. (1) The product is: [OH:1][C:2]1[CH:9]=[CH:8][CH:7]=[C:6]([O:10][CH2:19][C:20]2[C:21]([C:26]3[N:30]([CH2:31][C:32]([F:35])([F:33])[F:34])[N:29]=[CH:28][CH:27]=3)=[N:22][CH:23]=[CH:24][CH:25]=2)[C:3]=1[CH:4]=[O:5]. Given the reactants [OH:1][C:2]1[CH:9]=[CH:8][CH:7]=[C:6]([OH:10])[C:3]=1[CH:4]=[O:5].C([O-])([O-])=O.[K+].[K+].Cl.Cl[CH2:19][C:20]1[C:21]([C:26]2[N:30]([CH2:31][C:32]([F:35])([F:34])[F:33])[N:29]=[CH:28][CH:27]=2)=[N:22][CH:23]=[CH:24][CH:25]=1, predict the reaction product. (2) Given the reactants C[O:2][C:3](=O)[CH2:4][C:5]1[N:6]([CH2:11][CH3:12])[N:7]=[C:8]([CH3:10])[CH:9]=1.CO.[NH3:16], predict the reaction product. The product is: [CH2:11]([N:6]1[C:5]([CH2:4][C:3]([NH2:16])=[O:2])=[CH:9][C:8]([CH3:10])=[N:7]1)[CH3:12]. (3) Given the reactants S(=O)(=O)(O)O.[C:6]1([C:12]#[C:13][C:14]2[CH:15]=[CH:16][C:17](=[O:20])[NH:18][N:19]=2)[CH:11]=[CH:10][CH:9]=[CH:8][CH:7]=1.C(=O)([O-])[O-:22].[Na+].[Na+], predict the reaction product. The product is: [O:22]=[C:12]([C:6]1[CH:7]=[CH:8][CH:9]=[CH:10][CH:11]=1)[CH2:13][C:14]1[CH:15]=[CH:16][C:17](=[O:20])[NH:18][N:19]=1. (4) Given the reactants [CH3:1][C:2]1[C:7]([C:8]([O:10][CH3:11])=[O:9])=[C:6]([NH:12][C:13]2[CH:14]=[C:15]([CH3:19])[CH:16]=[CH:17][CH:18]=2)[N:5]=[C:4]([S:20][CH3:21])[N:3]=1.CO[CH:24](OC)[N:25]([CH3:27])[CH3:26].O, predict the reaction product. The product is: [CH3:24][N:25]([CH3:27])/[CH:26]=[CH:1]/[C:2]1[C:7]([C:8]([O:10][CH3:11])=[O:9])=[C:6]([NH:12][C:13]2[CH:14]=[C:15]([CH3:19])[CH:16]=[CH:17][CH:18]=2)[N:5]=[C:4]([S:20][CH3:21])[N:3]=1. (5) The product is: [F:1][C:2]1[CH:3]=[C:4]([OH:9])[CH:5]=[C:6]([C:10]2[CH:15]=[CH:14][CH:13]=[CH:12][CH:11]=2)[CH:7]=1. Given the reactants [F:1][C:2]1[CH:3]=[C:4]([OH:9])[CH:5]=[C:6](I)[CH:7]=1.[C:10]1(B(O)O)[CH:15]=[CH:14][CH:13]=[CH:12][CH:11]=1.C(=O)([O-])[O-].[Na+].[Na+].CCCCCCC, predict the reaction product. (6) Given the reactants [CH3:1][C@H:2]1[NH:7][CH2:6][CH2:5][N:4]([S:8]([CH3:11])(=[O:10])=[O:9])[CH2:3]1.[Br:12][C:13]1[C:14]2[O:23][C:22]([CH:24]=O)=[CH:21][C:15]=2[C:16](=[O:20])[N:17]([CH3:19])[CH:18]=1.C(O)(=O)C, predict the reaction product. The product is: [Br:12][C:13]1[C:14]2[O:23][C:22]([CH2:24][N:7]3[CH2:6][CH2:5][N:4]([S:8]([CH3:11])(=[O:10])=[O:9])[CH2:3][C@H:2]3[CH3:1])=[CH:21][C:15]=2[C:16](=[O:20])[N:17]([CH3:19])[CH:18]=1. (7) The product is: [C:106]([CH2:105][N:95]1[CH2:96][CH2:97][N:98]([CH2:101][C:102]([O-:104])=[O:103])[CH2:99][CH2:100][N:89]([CH2:88][C:85]([O-:87])=[O:86])[CH2:90][CH2:91][N:92]([CH:109]([CH3:170])[C:110]([NH:112][CH2:113][C:114]([NH:116][C@H:117]([C:152]([NH:154][CH2:155][CH2:156][CH2:157][C:158]2[CH:159]=[CH:160][C:161]([C:164]#[C:165][C:2]3[CH:7]=[N:6][CH:5]=[C:4]([C@@H:8]([NH:13][C:14]([C@@H:16]4[CH2:21][CH2:20][CH2:19][N:18]([C:22](=[O:31])[CH2:23][CH2:24][CH:25]5[CH2:30][CH2:29][NH:28][CH2:27][CH2:26]5)[CH2:17]4)=[O:15])[CH2:9][C:10]([OH:12])=[O:11])[CH:3]=3)=[CH:162][CH:163]=2)=[O:153])[CH2:118][NH:119][C:120](=[O:151])[CH2:121][NH:122][C:123](=[O:150])[CH:124]([N:126]2[CH2:127][CH2:128][N:129]([CH2:146][C:147]([O-:149])=[O:148])[CH2:130][CH2:131][N:132]([CH2:142][C:143]([O-:145])=[O:144])[CH2:133][CH2:134][N:135]([CH2:138][C:139]([O-:141])=[O:140])[CH2:136][CH2:137]2)[CH3:125])=[O:115])=[O:111])[CH2:93][CH2:94]1)([O-:108])=[O:107].[Gd+3:171].[Gd+3:171]. Given the reactants Br[C:2]1[CH:3]=[C:4]([C@@H:8]([NH:13][C:14]([C@@H:16]2[CH2:21][CH2:20][CH2:19][N:18]([C:22](=[O:31])[CH2:23][CH2:24][CH:25]3[CH2:30][CH2:29][NH:28][CH2:27][CH2:26]3)[CH2:17]2)=[O:15])[CH2:9][C:10]([OH:12])=[O:11])[CH:5]=[N:6][CH:7]=1.C(N(CC)CC)C.[F-].C[N+](C)(C)C.P(C1C=C(S([O-])(=O)=O)C(C)=CC=1C)(C1C=C(S([O-])(=O)=O)C(C)=CC=1C)C1C=C(S([O-])(=O)=O)C(C)=CC=1C.[Na+].[Na+].[Na+].[C:85]([CH2:88][N:89]1[CH2:100][CH2:99][N:98]([CH2:101][C:102]([O-:104])=[O:103])[CH2:97][CH2:96][N:95]([CH2:105][C:106]([O-:108])=[O:107])[CH2:94][CH2:93][N:92]([CH:109]([CH3:170])[C:110]([NH:112][CH2:113][C:114]([NH:116][C@H:117]([C:152]([NH:154][CH2:155][CH2:156][CH2:157][C:158]2[CH:163]=[CH:162][C:161]([C:164]#[C:165][Si](C)(C)C)=[CH:160][CH:159]=2)=[O:153])[CH2:118][NH:119][C:120](=[O:151])[CH2:121][NH:122][C:123](=[O:150])[CH:124]([N:126]2[CH2:137][CH2:136][N:135]([CH2:138][C:139]([O-:141])=[O:140])[CH2:134][CH2:133][N:132]([CH2:142][C:143]([O-:145])=[O:144])[CH2:131][CH2:130][N:129]([CH2:146][C:147]([O-:149])=[O:148])[CH2:128][CH2:127]2)[CH3:125])=[O:115])=[O:111])[CH2:91][CH2:90]1)([O-:87])=[O:86].[Gd+3:171].[Gd+3], predict the reaction product.